Dataset: Peptide-MHC class I binding affinity with 185,985 pairs from IEDB/IMGT. Task: Regression. Given a peptide amino acid sequence and an MHC pseudo amino acid sequence, predict their binding affinity value. This is MHC class I binding data. (1) The peptide sequence is KLGDQFGRK. The MHC is HLA-B08:01 with pseudo-sequence HLA-B08:01. The binding affinity (normalized) is 0.0847. (2) The peptide sequence is IQCAGSEEK. The MHC is HLA-B58:01 with pseudo-sequence HLA-B58:01. The binding affinity (normalized) is 0.0847.